From a dataset of Forward reaction prediction with 1.9M reactions from USPTO patents (1976-2016). Predict the product of the given reaction. (1) Given the reactants [NH2:1][C:2]([CH3:11])([CH3:10])[C:3]([O:5][C:6]([CH3:9])([CH3:8])[CH3:7])=[O:4].[C:12](OC(Cl)(Cl)Cl)(OC(Cl)(Cl)Cl)=[O:13].C(N(CC)CC)C, predict the reaction product. The product is: [N:1]([C:2]([CH3:11])([CH3:10])[C:3]([O:5][C:6]([CH3:9])([CH3:8])[CH3:7])=[O:4])=[C:12]=[O:13]. (2) Given the reactants [Br:1][C:2]1[CH:7]=[CH:6][C:5]([N:8]2[CH2:12][CH2:11][C:10]3([CH2:17][CH2:16][CH:15]([O:18][Si](C(C)(C)C)(C4C=CC=CC=4)C4C=CC=CC=4)[CH2:14][CH2:13]3)[C:9]2=[O:36])=[C:4]([CH3:37])[CH:3]=1.[F-].C([N+](CCCC)(CCCC)CCCC)CCC, predict the reaction product. The product is: [Br:1][C:2]1[CH:7]=[CH:6][C:5]([N:8]2[CH2:12][CH2:11][C:10]3([CH2:17][CH2:16][CH:15]([OH:18])[CH2:14][CH2:13]3)[C:9]2=[O:36])=[C:4]([CH3:37])[CH:3]=1. (3) Given the reactants [CH2:1]([C:21]([CH2:23][CH2:24][CH2:25][CH2:26]/[CH:27]=[CH:28]\[CH2:29]/[CH:30]=[CH:31]\[CH2:32]/[CH:33]=[CH:34]\[CH2:35]/[CH:36]=[CH:37]\[CH2:38][CH2:39][CH2:40][CH2:41][CH3:42])=[O:22])[CH2:2][CH2:3][CH2:4]/[CH:5]=[CH:6]\[CH2:7]/[CH:8]=[CH:9]\[CH2:10]/[CH:11]=[CH:12]\[CH2:13]/[CH:14]=[CH:15]\[CH2:16][CH2:17][CH2:18][CH2:19][CH3:20].[CH2:43](O)[CH:44]([OH:48])[CH2:45][CH2:46][OH:47].C1(C)C=CC(S([O-])(=O)=O)=CC=1.[NH+]1C=CC=CC=1, predict the reaction product. The product is: [CH2:1]([C:21]1([CH2:23][CH2:24][CH2:25][CH2:26]/[CH:27]=[CH:28]\[CH2:29]/[CH:30]=[CH:31]\[CH2:32]/[CH:33]=[CH:34]\[CH2:35]/[CH:36]=[CH:37]\[CH2:38][CH2:39][CH2:40][CH2:41][CH3:42])[O:48][CH:44]([CH2:45][CH2:46][OH:47])[CH2:43][O:22]1)[CH2:2][CH2:3][CH2:4]/[CH:5]=[CH:6]\[CH2:7]/[CH:8]=[CH:9]\[CH2:10]/[CH:11]=[CH:12]\[CH2:13]/[CH:14]=[CH:15]\[CH2:16][CH2:17][CH2:18][CH2:19][CH3:20].